This data is from Full USPTO retrosynthesis dataset with 1.9M reactions from patents (1976-2016). The task is: Predict the reactants needed to synthesize the given product. (1) The reactants are: [CH:1]1([N:6]2[CH2:15][CH2:14][C:13]3[C:8](=[CH:9][CH:10]=[C:11]([OH:16])[CH:12]=3)[C:7]2=[O:17])[CH2:5][CH2:4][CH2:3][CH2:2]1.Br[CH2:19][C:20]1[CH:21]=[C:22]([C:26]2[CH:31]=[CH:30][C:29]([Cl:32])=[C:28]([C:33]([O:35]C)=[O:34])[CH:27]=2)[CH:23]=[CH:24][CH:25]=1.ClC1C=CC(C2C=CC=C(COC3C=C4C(CCN(C5CCCC5)C4=O)=CC=3)C=2)=CC=1C(O)=O. Given the product [Cl:32][C:29]1[CH:30]=[CH:31][C:26]([C:22]2[CH:23]=[CH:24][CH:25]=[C:20]([CH2:19][O:16][C:11]3[CH:12]=[C:13]4[C:8](=[CH:9][CH:10]=3)[C:7](=[O:17])[N:6]([CH:1]3[CH2:2][CH2:3][CH2:4][CH2:5]3)[CH2:15][CH2:14]4)[CH:21]=2)=[CH:27][C:28]=1[C:33]([OH:35])=[O:34], predict the reactants needed to synthesize it. (2) Given the product [F:28][C:27]([F:30])([F:29])[CH2:26][C@H:23]([NH:22][C:18]([C:11]1[C:12]2[CH2:13][C@H:14]3[CH2:17][C@H:15]3[C:16]=2[N:9]([C:5]2[CH:4]=[C:3]([C:1]#[N:2])[CH:8]=[CH:7][N:6]=2)[N:10]=1)=[O:19])[CH2:24][OH:25], predict the reactants needed to synthesize it. The reactants are: [C:1]([C:3]1[CH:8]=[CH:7][N:6]=[C:5]([N:9]2[C:16]3[C@@H:15]4[CH2:17][C@@H:14]4[CH2:13][C:12]=3[C:11]([C:18](O)=[O:19])=[N:10]2)[CH:4]=1)#[N:2].Cl.[NH2:22][C@@H:23]([CH2:26][C:27]([F:30])([F:29])[F:28])[CH2:24][OH:25].C(N(CC)CC)C.CN(C(ON1N=NC2C=CC=NC1=2)=[N+](C)C)C.F[P-](F)(F)(F)(F)F. (3) Given the product [CH2:1]([N:8]1[C:23](=[O:26])[CH2:24][O:22][CH:10]2[CH2:11][N:12]([C:15]([O:17][C:18]([CH3:21])([CH3:20])[CH3:19])=[O:16])[CH2:13][CH2:14][CH:9]12)[C:2]1[CH:7]=[CH:6][CH:5]=[CH:4][CH:3]=1, predict the reactants needed to synthesize it. The reactants are: [CH2:1]([N:8]([C:23](=[O:26])[CH2:24]I)[C@@H:9]1[CH2:14][CH2:13][N:12]([C:15]([O:17][C:18]([CH3:21])([CH3:20])[CH3:19])=[O:16])[CH2:11][C@H:10]1[OH:22])[C:2]1[CH:7]=[CH:6][CH:5]=[CH:4][CH:3]=1.CC([O-])(C)C.[K+]. (4) The reactants are: C([O:5][C:6]([C:8]1[C:17]2[C:12](=[CH:13][CH:14]=[CH:15][CH:16]=2)[C:11]([NH:18][C:19]([NH:21][C:22]2[CH:27]=[C:26]([C:28]([CH3:31])([CH3:30])[CH3:29])[CH:25]=[C:24]([NH:32][S:33]([CH3:36])(=[O:35])=[O:34])[C:23]=2[O:37][CH3:38])=[O:20])=[CH:10][CH:9]=1)=[O:7])(C)(C)C. Given the product [C:28]([C:26]1[CH:25]=[C:24]([NH:32][S:33]([CH3:36])(=[O:35])=[O:34])[C:23]([O:37][CH3:38])=[C:22]([NH:21][C:19](=[O:20])[NH:18][C:11]2[C:12]3[C:17](=[CH:16][CH:15]=[CH:14][CH:13]=3)[C:8]([C:6]([OH:7])=[O:5])=[CH:9][CH:10]=2)[CH:27]=1)([CH3:31])([CH3:29])[CH3:30], predict the reactants needed to synthesize it. (5) The reactants are: [Cl:1][C:2]1[CH:7]=[CH:6][CH:5]=[C:4]([Cl:8])[C:3]=1[CH2:9][S:10]([C:13]1[CH:14]=[C:15]2[C:19](=[CH:20][CH:21]=1)[NH:18][C:17](=[O:22])/[C:16]/2=[CH:23]\[C:24]1[NH:28][C:27]([CH3:29])=[C:26]([CH2:30][C:31](O)=[O:32])[C:25]=1[CH3:34])(=[O:12])=[O:11].C(N(CC)CC)C.CN([P+](ON1N=NC2C=CC=CC1=2)(N(C)C)N(C)C)C.F[P-](F)(F)(F)(F)F.[F:69][CH:70]1[CH2:75][CH2:74][N:73]([CH2:76][CH2:77][NH2:78])[CH2:72][CH2:71]1. Given the product [Cl:8][C:4]1[CH:5]=[CH:6][CH:7]=[C:2]([Cl:1])[C:3]=1[CH2:9][S:10]([C:13]1[CH:14]=[C:15]2[C:19](=[CH:20][CH:21]=1)[NH:18][C:17](=[O:22])/[C:16]/2=[CH:23]\[C:24]1[NH:28][C:27]([CH3:29])=[C:26]([CH2:30][C:31]([NH:78][CH2:77][CH2:76][N:73]2[CH2:74][CH2:75][CH:70]([F:69])[CH2:71][CH2:72]2)=[O:32])[C:25]=1[CH3:34])(=[O:12])=[O:11], predict the reactants needed to synthesize it.